From a dataset of Forward reaction prediction with 1.9M reactions from USPTO patents (1976-2016). Predict the product of the given reaction. Given the reactants [CH3:1][O:2][C:3]1[N:8]=[C:7]2[CH:9]=[C:10]([C:12]([O:14][CH3:15])=[O:13])[NH:11][C:6]2=[CH:5][CH:4]=1.C([O-])([O-])=O.[K+].[K+].Br[CH2:23][CH3:24], predict the reaction product. The product is: [CH2:23]([N:11]1[C:6]2[C:7](=[N:8][C:3]([O:2][CH3:1])=[CH:4][CH:5]=2)[CH:9]=[C:10]1[C:12]([O:14][CH3:15])=[O:13])[CH3:24].